Dataset: Reaction yield outcomes from USPTO patents with 853,638 reactions. Task: Predict the reaction yield, written as a fraction of the theoretical maximum amount of product (1.0 means a 100% yield; for example, 0.34 means a 34% yield). (1) The reactants are [CH3:1][O:2][C:3]1[CH:4]=[C:5]2[C:10](=[CH:11][C:12]=1[O:13][CH3:14])[N:9]=[CH:8][CH:7]=[C:6]2[O:15][C:16]1[C:22]([CH3:23])=[CH:21][C:19]([NH2:20])=[C:18]([CH3:24])[CH:17]=1.Cl[C:26](Cl)([O:28]C(=O)OC(Cl)(Cl)Cl)Cl.[NH2:37][C:38]1[C:39]([O:46][CH3:47])=[N:40][C:41]([O:44][CH3:45])=[CH:42][CH:43]=1.C(=O)([O-])O.[Na+]. The catalyst is C(Cl)(Cl)Cl.C(N(CC)CC)C.ClCCl. The product is [CH3:47][O:46][C:39]1[C:38]([NH:37][C:26]([NH:20][C:19]2[CH:21]=[C:22]([CH3:23])[C:16]([O:15][C:6]3[C:5]4[C:10](=[CH:11][C:12]([O:13][CH3:14])=[C:3]([O:2][CH3:1])[CH:4]=4)[N:9]=[CH:8][CH:7]=3)=[CH:17][C:18]=2[CH3:24])=[O:28])=[CH:43][CH:42]=[C:41]([O:44][CH3:45])[N:40]=1. The yield is 0.790. (2) The reactants are [H-].[Al+3].[Li+].[H-].[H-].[H-].O1CCCC1.[CH2:12]([O:15][CH2:16][CH2:17][C:18]1[CH:25]=[CH:24][C:21]([C:22]#[N:23])=[CH:20][CH:19]=1)[CH2:13][CH3:14].[OH-].[Na+]. The catalyst is O. The product is [CH2:12]([O:15][CH2:16][CH2:17][C:18]1[CH:19]=[CH:20][C:21]([CH2:22][NH2:23])=[CH:24][CH:25]=1)[CH2:13][CH3:14]. The yield is 1.03. (3) The reactants are [NH2:1][C:2]1[CH:3]=[CH:4][C:5]2[CH2:11][N:10]([CH3:12])[CH2:9][C:8](=[O:13])[NH:7][C:6]=2[CH:14]=1.[CH3:15][NH:16][C:17]([C:19]1[S:20][CH:21]=[C:22]([CH3:33])[C:23]=1[NH:24][C:25]1[C:30]([Cl:31])=[CH:29][N:28]=[C:27](Cl)[N:26]=1)=[O:18].C12(CS(O)(=O)=O)C(C)(C)C(CC1)CC2=O. The catalyst is CC(O)C. The product is [CH3:15][NH:16][C:17]([C:19]1[S:20][CH:21]=[C:22]([CH3:33])[C:23]=1[NH:24][C:25]1[C:30]([Cl:31])=[CH:29][N:28]=[C:27]([NH:1][C:2]2[CH:3]=[CH:4][C:5]3[CH2:11][N:10]([CH3:12])[CH2:9][C:8](=[O:13])[NH:7][C:6]=3[CH:14]=2)[N:26]=1)=[O:18]. The yield is 0.0340. (4) The reactants are C(O[C:6]([N:8]1[CH2:13][CH2:12][N:11]([C:14]2C(=O)N(CC(C)C)N=C(C3C=CC(C)=C(F)C=3)C=2C)[CH2:10][CH2:9]1)=O)(C)(C)C.[Cl:34][C:35]1[CH:36]=[C:37]([C:43]2[C:44](C)=[C:45](OS(C)(=O)=O)[C:46](=[O:53])[N:47]([CH2:49][CH:50]([CH3:52])[CH3:51])[N:48]=2)[CH:38]=[CH:39][C:40]=1[O:41][CH3:42].CN1CCNCC1. No catalyst specified. The product is [Cl:34][C:35]1[CH:36]=[C:37]([C:43]2[CH:44]=[C:45]([CH2:6][N:8]3[CH2:13][CH2:12][N:11]([CH3:14])[CH2:10][CH2:9]3)[C:46](=[O:53])[N:47]([CH2:49][CH:50]([CH3:51])[CH3:52])[N:48]=2)[CH:38]=[CH:39][C:40]=1[O:41][CH3:42]. The yield is 0.761. (5) The reactants are [Cl:1][C:2]1[CH:42]=[CH:41][C:5]([CH2:6][CH:7]([C:17]([N:19]2[CH2:24][CH2:23][N:22]([C:25]3[C:30]([C:31]4[CH:36]=[CH:35][CH:34]=[CH:33][CH:32]=4)=[CH:29][N:28]=[C:27]4[NH:37][CH:38]=[C:39]([CH3:40])[C:26]=34)[CH2:21][CH2:20]2)=[O:18])[CH2:8][NH:9]C(=O)OC(C)(C)C)=[CH:4][CH:3]=1.C(O)(C(F)(F)F)=O.C1(N)C(F)=C(F)C(F)=C(N)C=1F.Cl.Cl. The catalyst is C(Cl)Cl. The product is [NH2:9][CH2:8][CH:7]([CH2:6][C:5]1[CH:41]=[CH:42][C:2]([Cl:1])=[CH:3][CH:4]=1)[C:17]([N:19]1[CH2:20][CH2:21][N:22]([C:25]2[C:30]([C:31]3[CH:32]=[CH:33][CH:34]=[CH:35][CH:36]=3)=[CH:29][N:28]=[C:27]3[NH:37][CH:38]=[C:39]([CH3:40])[C:26]=23)[CH2:23][CH2:24]1)=[O:18]. The yield is 0.839. (6) The reactants are [F:1][C:2]([C:5]1[O:9][N:8]=[C:7]([NH2:10])[CH:6]=1)([CH3:4])[CH3:3].Cl[C:12]([O:14][C:15]1[CH:20]=[CH:19][C:18]([Cl:21])=[CH:17][CH:16]=1)=[O:13]. No catalyst specified. The product is [F:1][C:2]([C:5]1[O:9][N:8]=[C:7]([NH:10][C:12](=[O:13])[O:14][C:15]2[CH:20]=[CH:19][C:18]([Cl:21])=[CH:17][CH:16]=2)[CH:6]=1)([CH3:4])[CH3:3]. The yield is 1.00. (7) The reactants are [CH3:1][O:2][C:3](=[O:18])[CH2:4][C:5]1[C:13]2[C:8](=[CH:9][CH:10]=[CH:11][CH:12]=2)[N:7]([C:14]([O:16][CH3:17])=[O:15])[CH:6]=1.CN(C)P(=O)(N(C)C)N(C)C.C[Si]([N-][Si](C)(C)C)(C)C.[Li+].[CH2:40]([CH:42]([CH2:45][CH3:46])[CH2:43]I)[CH3:41]. The catalyst is O1CCCC1. The product is [CH3:1][O:2][C:3](=[O:18])[CH:4]([CH2:43][CH:42]([CH2:45][CH3:46])[CH2:40][CH3:41])[C:5]1[C:13]2[C:8](=[CH:9][CH:10]=[CH:11][CH:12]=2)[N:7]([C:14]([O:16][CH3:17])=[O:15])[CH:6]=1. The yield is 0.780.